This data is from Peptide-MHC class II binding affinity with 134,281 pairs from IEDB. The task is: Regression. Given a peptide amino acid sequence and an MHC pseudo amino acid sequence, predict their binding affinity value. This is MHC class II binding data. The peptide sequence is QEYHRLIHSLAKTNN. The MHC is DRB3_0101 with pseudo-sequence DRB3_0101. The binding affinity (normalized) is 0.